Dataset: Blood-brain barrier permeability classification from the B3DB database. Task: Regression/Classification. Given a drug SMILES string, predict its absorption, distribution, metabolism, or excretion properties. Task type varies by dataset: regression for continuous measurements (e.g., permeability, clearance, half-life) or binary classification for categorical outcomes (e.g., BBB penetration, CYP inhibition). Dataset: b3db_classification. (1) The molecule is CN[C@H](C)CC1CCCCC1. The result is 1 (penetrates BBB). (2) The drug is CCN(CC)CCNC(=O)c1cc(Cl)cc(Cl)c1OC. The result is 1 (penetrates BBB). (3) The compound is CCN(CC)CCS(=O)(=O)C1CCN2C(=O)c3coc(n3)CC(=O)CC(O)/C=C(C)\C=C/CNC(=O)/C=C\C(C)C(C(C)C)OC(=O)C12. The result is 0 (does not penetrate BBB). (4) The compound is C#CCO. The result is 1 (penetrates BBB). (5) The compound is O=C(O)c1ccccc1C(=O)OC1CCc2ccccc2C1. The result is 1 (penetrates BBB). (6) The compound is CN1CN(c2ccc(Br)cc2)C2(CCN(CCCC(=O)c3ccc(F)cc3)CC2)C1=O. The result is 1 (penetrates BBB). (7) The drug is CCN[C@H]1C[C@H](C)S(=O)(=O)c2sc(S(N)(=O)=O)cc21. The result is 0 (does not penetrate BBB). (8) The drug is C[N+]1(C)CC[C@H](OC(=O)[C@@](O)(c2ccccc2)C2CCCC2)C1. The result is 0 (does not penetrate BBB). (9) The drug is CN1CCC(n2nc(-c3c(-c4ccccc4)nn4ccccc34)ccc2=O)CC1. The result is 1 (penetrates BBB). (10) The compound is CC1N=C(c2ccccc2Cl)c2cc([N+](=O)[O-])ccc2NC1=O. The result is 1 (penetrates BBB).